This data is from Full USPTO retrosynthesis dataset with 1.9M reactions from patents (1976-2016). The task is: Predict the reactants needed to synthesize the given product. (1) Given the product [C:10]([CH:9]([CH2:15][C:16]([C:18]1[C:19]([F:25])=[CH:20][CH:21]=[CH:22][C:23]=1[F:24])=[O:17])[C:8]([O:7][C:3]([CH3:6])([CH3:4])[CH3:5])=[O:13])(=[O:11])[CH3:12], predict the reactants needed to synthesize it. The reactants are: [H-].[Na+].[C:3]([O:7][C:8](=[O:13])[CH2:9][C:10]([CH3:12])=[O:11])([CH3:6])([CH3:5])[CH3:4].Br[CH2:15][C:16]([C:18]1[C:23]([F:24])=[CH:22][CH:21]=[CH:20][C:19]=1[F:25])=[O:17]. (2) Given the product [OH:37][CH2:36][CH2:35][O:34][CH2:38][CH2:39][O:40][C:2]1[N:7]=[CH:6][C:5]([C:8]2[C:9]([CH3:27])=[N:10][CH:11]=[C:12]([NH:14][C:15](=[O:26])[C:16]3[CH:21]=[CH:20][CH:19]=[C:18]([C:22]([F:23])([F:25])[F:24])[CH:17]=3)[CH:13]=2)=[CH:4][C:3]=1[N:28]1[CH2:29][CH2:30][O:31][CH2:32][CH2:33]1, predict the reactants needed to synthesize it. The reactants are: F[C:2]1[N:7]=[CH:6][C:5]([C:8]2[C:9]([CH3:27])=[N:10][CH:11]=[C:12]([NH:14][C:15](=[O:26])[C:16]3[CH:21]=[CH:20][CH:19]=[C:18]([C:22]([F:25])([F:24])[F:23])[CH:17]=3)[CH:13]=2)=[CH:4][C:3]=1[N:28]1[CH2:33][CH2:32][O:31][CH2:30][CH2:29]1.[O:34]([CH2:38][CH2:39][OH:40])[CH2:35][CH2:36][OH:37].[H-].[Na+].